Dataset: HIV replication inhibition screening data with 41,000+ compounds from the AIDS Antiviral Screen. Task: Binary Classification. Given a drug SMILES string, predict its activity (active/inactive) in a high-throughput screening assay against a specified biological target. The molecule is COc1cc(C2c3cc(OC)c(OC)c(O)c3C(=O)C3CCC(=O)N32)cc(OC)c1OC. The result is 0 (inactive).